This data is from Reaction yield outcomes from USPTO patents with 853,638 reactions. The task is: Predict the reaction yield, written as a fraction of the theoretical maximum amount of product (1.0 means a 100% yield; for example, 0.34 means a 34% yield). (1) The reactants are I([O-])(=O)(=O)=O.[Na+].[CH3:7][C:8]1[CH:9]=[C:10]([C@@H:16]([CH2:20][C@H:21]2[CH2:25][CH2:24][C:23](=[O:26])[CH2:22]2)[C:17]([OH:19])=[O:18])[CH:11]=[CH:12][C:13]=1[S:14][CH3:15].[Mn]([O-])(=O)(=O)=[O:28].[K+].[OH2:33]. The catalyst is CO. The product is [CH3:15][S:14]([C:13]1[CH:12]=[CH:11][C:10]([C@@H:16]([CH2:20][C@H:21]2[CH2:25][CH2:24][C:23](=[O:26])[CH2:22]2)[C:17]([OH:19])=[O:18])=[CH:9][C:8]=1[CH3:7])(=[O:28])=[O:33]. The yield is 0.900. (2) The reactants are [O:1]1[CH:5]=[CH:4][CH:3]=[C:2]1[C:6]1[N:10]([C:11]2[CH:16]=[CH:15][C:14]([O:17][CH3:18])=[CH:13][CH:12]=2)[N:9]=[C:8]([C:19]([O:21]C(C)(C)C)=[O:20])[CH:7]=1.FC(F)(F)C(O)=O. The catalyst is ClCCl. The product is [O:1]1[CH:5]=[CH:4][CH:3]=[C:2]1[C:6]1[N:10]([C:11]2[CH:12]=[CH:13][C:14]([O:17][CH3:18])=[CH:15][CH:16]=2)[N:9]=[C:8]([C:19]([OH:21])=[O:20])[CH:7]=1. The yield is 0.960. (3) The reactants are [O:1]([CH2:8][C:9]1[NH:10][CH:11]=[C:12]([C:14]2[CH:27]=[CH:26][C:17]([O:18][C:19]3[CH:25]=[CH:24][C:22]([NH2:23])=[CH:21][CH:20]=3)=[CH:16][CH:15]=2)[N:13]=1)[C:2]1[CH:7]=[CH:6][CH:5]=[CH:4][CH:3]=1.[C:28]1([N:34]=[C:35]=[O:36])[CH:33]=[CH:32][CH:31]=[CH:30][CH:29]=1.O.C(OCC)(=O)C. The catalyst is CN(C)C=O. The product is [O:1]([CH2:8][C:9]1[NH:10][CH:11]=[C:12]([C:14]2[CH:27]=[CH:26][C:17]([O:18][C:19]3[CH:20]=[CH:21][C:22]([NH:23][C:35]([NH:34][C:28]4[CH:33]=[CH:32][CH:31]=[CH:30][CH:29]=4)=[O:36])=[CH:24][CH:25]=3)=[CH:16][CH:15]=2)[N:13]=1)[C:2]1[CH:7]=[CH:6][CH:5]=[CH:4][CH:3]=1. The yield is 0.210. (4) The reactants are [CH3:1][O:2][N:3]([CH3:23])[C:4]([C:6]1[C:10]2[CH2:11][CH2:12][CH2:13][C:14]3[C:15](=[N:16][C:17]([O:20]C)=[N:18][CH:19]=3)[C:9]=2[N:8]([CH3:22])[N:7]=1)=[O:5].[I-].[Na+].C[Si](Cl)(C)C. The catalyst is CC#N. The product is [OH:20][C:17]1[N:16]=[C:15]2[C:9]3[N:8]([CH3:22])[N:7]=[C:6]([C:4]([N:3]([O:2][CH3:1])[CH3:23])=[O:5])[C:10]=3[CH2:11][CH2:12][CH2:13][C:14]2=[CH:19][N:18]=1. The yield is 0.830. (5) The reactants are [CH3:1][O:2][C:3](=[O:57])[NH:4][CH:5]([C:9]([N:11]1[CH2:15][CH2:14][CH2:13][CH:12]1[C:16]1[NH:17][C:18]([C:21]2[CH:30]=[CH:29][C:28]3[C:23](=[CH:24][CH:25]=[C:26]([C:31]4[CH:36]=[CH:35][C:34]([C:37]5[NH:38][C:39]([CH:42]6[CH2:46][CH2:45][CH2:44][N:43]6[C:47](=[O:56])[CH:48]([NH2:55])[C:49]6[CH:54]=[CH:53][CH:52]=[CH:51][CH:50]=6)=[N:40][CH:41]=5)=[CH:33][CH:32]=4)[CH:27]=3)[CH:22]=2)=[CH:19][N:20]=1)=[O:10])[CH:6]([CH3:8])[CH3:7].CCN(C(C)C)C(C)C.[C:67](Cl)(=[O:70])[CH2:68][CH3:69]. The catalyst is C1COCC1. The product is [CH3:1][O:2][C:3](=[O:57])[NH:4][CH:5]([C:9]([N:11]1[CH2:15][CH2:14][CH2:13][CH:12]1[C:16]1[NH:17][C:18]([C:21]2[CH:30]=[CH:29][C:28]3[C:23](=[CH:24][CH:25]=[C:26]([C:31]4[CH:32]=[CH:33][C:34]([C:37]5[NH:38][C:39]([CH:42]6[CH2:46][CH2:45][CH2:44][N:43]6[C:47](=[O:56])[CH:48]([C:49]6[CH:54]=[CH:53][CH:52]=[CH:51][CH:50]=6)[NH:55][C:67](=[O:70])[CH2:68][CH3:69])=[N:40][CH:41]=5)=[CH:35][CH:36]=4)[CH:27]=3)[CH:22]=2)=[CH:19][N:20]=1)=[O:10])[CH:6]([CH3:8])[CH3:7]. The yield is 0.170. (6) The reactants are O[C:2]1[C:11]2[C:6](=[CH:7][C:8]([O:20][CH3:21])=[C:9]([O:12][CH2:13][CH2:14][CH2:15][S:16]([CH3:19])(=[O:18])=[O:17])[CH:10]=2)[N:5]=[CH:4][N:3]=1.O=P(Cl)(Cl)[Cl:24]. No catalyst specified. The product is [Cl:24][C:2]1[C:11]2[C:6](=[CH:7][C:8]([O:20][CH3:21])=[C:9]([O:12][CH2:13][CH2:14][CH2:15][S:16]([CH3:19])(=[O:18])=[O:17])[CH:10]=2)[N:5]=[CH:4][N:3]=1. The yield is 0.650. (7) The reactants are F[C:2]1[C:7]([I:8])=[CH:6][CH:5]=[CH:4][N:3]=1.[O:9]1[CH:13]=[CH:12][C:11]([CH2:14][OH:15])=[CH:10]1. No catalyst specified. The product is [O:9]1[CH:13]=[CH:12][C:11]([CH2:14][O:15][C:2]2[C:7]([I:8])=[CH:6][CH:5]=[CH:4][N:3]=2)=[CH:10]1. The yield is 0.890.